This data is from Full USPTO retrosynthesis dataset with 1.9M reactions from patents (1976-2016). The task is: Predict the reactants needed to synthesize the given product. (1) Given the product [NH2:14][C:9]1[CH:10]=[C:11]2[C:6](=[CH:7][CH:8]=1)[N:5]([CH2:17][C:18]#[N:19])[C:4](=[O:20])[N:3]([CH2:1][CH3:2])[C:12]2=[O:13], predict the reactants needed to synthesize it. The reactants are: [CH2:1]([N:3]1[C:12](=[O:13])[C:11]2[C:6](=[CH:7][CH:8]=[C:9]([N+:14]([O-])=O)[CH:10]=2)[N:5]([CH2:17][C:18]#[N:19])[C:4]1=[O:20])[CH3:2].[Sn](Cl)Cl. (2) Given the product [CH3:17][O:18][C:19]1[CH:20]=[C:21]([C:22]2[O:16][C:15]3[CH:14]=[CH:13][N:12]=[CH:11][C:10]=3[N:9]=2)[CH:25]=[CH:26][C:27]=1[C:28]1[CH:33]=[CH:32][CH:31]=[CH:30][N:29]=1, predict the reactants needed to synthesize it. The reactants are: C[Si](OP(=O)=O)(C)C.[NH2:9][C:10]1[CH:11]=[N:12][CH:13]=[CH:14][C:15]=1[OH:16].[CH3:17][O:18][C:19]1[CH:20]=[C:21]([CH:25]=[CH:26][C:27]=1[C:28]1[CH:33]=[CH:32][CH:31]=[CH:30][N:29]=1)[C:22](O)=O. (3) The reactants are: [C:1]1([S:7]([O-:9])=[O:8])[CH:6]=[CH:5][CH:4]=[CH:3][CH:2]=1.[Na+].C1(S([O-])=O)C=CC=CC=1.C1(C)C=CC=CC=1.[Cl:27]Cl. Given the product [C:1]1([S:7]([Cl:27])(=[O:9])=[O:8])[CH:6]=[CH:5][CH:4]=[CH:3][CH:2]=1, predict the reactants needed to synthesize it. (4) Given the product [Br:2][C:3]1[CH:4]=[C:5]([Cl:16])[CH:6]=[C:7]2[C:12]=1[N:11]=[C:10]([NH:26][CH2:25][CH2:24][O:17][C:18]1[CH:23]=[CH:22][CH:21]=[CH:20][CH:19]=1)[NH:9][CH:8]2[CH3:15], predict the reactants needed to synthesize it. The reactants are: I.[Br:2][C:3]1[CH:4]=[C:5]([Cl:16])[CH:6]=[C:7]2[C:12]=1[N:11]=[C:10](SC)[NH:9][CH:8]2[CH3:15].[O:17]([CH2:24][CH2:25][NH2:26])[C:18]1[CH:23]=[CH:22][CH:21]=[CH:20][CH:19]=1.[OH-].[Na+].C(Cl)Cl. (5) Given the product [F:20][C:21]1[CH:22]=[CH:23][C:24]2[C:25]3[C:34]([CH3:36])([CH3:35])[CH2:33][N:32]([C:15](=[O:16])[C:14]4[CH:18]=[CH:19][C:11]([O:10][CH2:9][CH2:8][CH2:7][N:4]5[CH2:5][CH2:6][O:1][CH2:2][CH2:3]5)=[CH:12][CH:13]=4)[CH:31]=[C:30]([C:37]([O:39][CH:40]([CH3:42])[CH3:41])=[O:38])[C:26]=3[NH:27][C:28]=2[CH:29]=1, predict the reactants needed to synthesize it. The reactants are: [O:1]1[CH2:6][CH2:5][N:4]([CH2:7][CH2:8][CH2:9][O:10][C:11]2[CH:19]=[CH:18][C:14]([C:15](Cl)=[O:16])=[CH:13][CH:12]=2)[CH2:3][CH2:2]1.[F:20][C:21]1[CH:22]=[CH:23][C:24]2[C:25]3[C:34]([CH3:36])([CH3:35])[CH2:33][NH:32][CH:31]=[C:30]([C:37]([O:39][CH:40]([CH3:42])[CH3:41])=[O:38])[C:26]=3[NH:27][C:28]=2[CH:29]=1.C(N(CC)CC)C.CO. (6) The reactants are: [Br:1][C:2]1[CH:3]=[C:4]([NH:8][NH2:9])[CH:5]=[CH:6][CH:7]=1.Cl.[C:11]1(NN)[CH:16]=CC=[CH:13][CH:12]=1. Given the product [Br:1][C:2]1[CH:3]=[C:4]([N:8]2[CH:16]=[CH:11][C:12]([CH3:13])=[N:9]2)[CH:5]=[CH:6][CH:7]=1, predict the reactants needed to synthesize it. (7) Given the product [CH3:7][N:6]1[C:2]([C:18]([C:20]2[CH:21]=[CH:22][C:23]3[O:27][C:26]([CH3:28])=[N:25][C:24]=3[CH:29]=2)=[O:19])=[CH:3][N:4]=[CH:5]1, predict the reactants needed to synthesize it. The reactants are: Br[C:2]1[N:6]([CH3:7])[CH:5]=[N:4][CH:3]=1.C([Mg]Cl)(C)C.[Li+].[Cl-].CON(C)[C:18]([C:20]1[CH:21]=[CH:22][C:23]2[O:27][C:26]([CH3:28])=[N:25][C:24]=2[CH:29]=1)=[O:19].